Task: Predict the reaction yield, written as a fraction of the theoretical maximum amount of product (1.0 means a 100% yield; for example, 0.34 means a 34% yield).. Dataset: Reaction yield outcomes from USPTO patents with 853,638 reactions (1) The reactants are [CH3:1][O:2][C:3](=[O:17])[C:4]([O:7][C:8]1[CH:13]=[C:12](C)[C:11]([OH:15])=[CH:10][C:9]=1[CH3:16])([CH3:6])[CH3:5].[Br:18][CH2:19][CH2:20]Br.C([O-])([O-])=O.[Cs+].[Cs+]. The catalyst is C(#N)C. The product is [CH3:1][O:2][C:3](=[O:17])[C:4]([O:7][C:8]1[CH:13]=[CH:12][C:11]([O:15][CH2:20][CH2:19][Br:18])=[CH:10][C:9]=1[CH3:16])([CH3:5])[CH3:6]. The yield is 0.660. (2) The reactants are C([C@@H]1N(C(=O)C2C=CC(OC3C=CC=CC=3)=CC=2)C[C@H](CC(C)C)NC1=O)C(C)C.[CH2:31]([C@@H:35]1[NH:40][CH2:39][C@H:38]([CH:41]([CH3:43])[CH3:42])[NH:37][C:36]1=[O:44])[CH:32]([CH3:34])[CH3:33].[S:45]1[CH:49]=[CH:48][CH:47]=[C:46]1[C:50]1[O:54][N:53]=[C:52]([C:55](O)=[O:56])[CH:51]=1. No catalyst specified. The product is [CH2:31]([C@@H:35]1[N:40]([C:55]([C:52]2[CH:51]=[C:50]([C:46]3[S:45][CH:49]=[CH:48][CH:47]=3)[O:54][N:53]=2)=[O:56])[CH2:39][C@H:38]([CH:41]([CH3:43])[CH3:42])[NH:37][C:36]1=[O:44])[CH:32]([CH3:34])[CH3:33]. The yield is 0.667. (3) The product is [C:2]([C:3]1([C:4]([O:6][CH2:7][CH3:8])=[O:5])[CH2:18][CH2:17]1)(=[O:1])[CH3:9]. The catalyst is CC(C)=O. The yield is 0.600. The reactants are [O:1]=[C:2]([CH3:9])[CH2:3][C:4]([O:6][CH2:7][CH3:8])=[O:5].C(=O)([O-])[O-].[K+].[K+].Br[CH2:17][CH2:18]Br. (4) The catalyst is C([O-])(=O)C.[Pd+2].C([O-])(=O)C.C1(P(C2C=CC=CC=2)[C-]2C=CC=C2)C=CC=CC=1.[C-]1(P(C2C=CC=CC=2)C2C=CC=CC=2)C=CC=C1.[Fe+2].Cl[Pd]Cl. The product is [Cl:1][C:2]1[CH:3]=[C:4]([C:8]2[O:12][N:11]=[C:10]([C@H:13]([O:15][C:16]3[N:20]([CH3:21])[C:19]([C:22]4[CH:27]=[CH:26][C:25]([C:41]([O:32][CH3:31])=[O:42])=[CH:24][CH:23]=4)=[N:18][N:17]=3)[CH3:14])[N:9]=2)[CH:5]=[CH:6][CH:7]=1. The yield is 0.570. The reactants are [Cl:1][C:2]1[CH:3]=[C:4]([C:8]2[O:12][N:11]=[C:10]([C@H:13]([O:15][C:16]3[N:20]([CH3:21])[C:19]([C:22]4[CH:27]=[CH:26][C:25](I)=[CH:24][CH:23]=4)=[N:18][N:17]=3)[CH3:14])[N:9]=2)[CH:5]=[CH:6][CH:7]=1.CN(C)[CH:31]=[O:32].C(N(CC)CC)C.[CH3:41][OH:42]. (5) No catalyst specified. The product is [Br:21][C:18]1[CH:19]=[CH:20][N:16]([NH:15][C:13](=[O:14])[C@@H:12]([NH:11][C:9](=[O:10])[O:8][CH2:1][C:2]2[CH:3]=[CH:4][CH:5]=[CH:6][CH:7]=2)[CH3:26])[C:17]=1[C:22](=[O:24])[NH:34][C:30]1[CH:31]=[N:32][CH:33]=[C:28]([F:27])[CH:29]=1. The yield is 0.690. The reactants are [CH2:1]([O:8][C:9]([NH:11][C@@H:12]([CH3:26])[C:13]([NH:15][N:16]1[CH:20]=[CH:19][C:18]([Br:21])=[C:17]1[C:22]([O:24]C)=O)=[O:14])=[O:10])[C:2]1[CH:7]=[CH:6][CH:5]=[CH:4][CH:3]=1.[F:27][C:28]1[CH:29]=[C:30]([NH2:34])[CH:31]=[N:32][CH:33]=1. (6) The reactants are [O:1]=[C:2]1[O:6][N:5]=[C:4]([C:7]2[CH:12]=[CH:11][C:10]([CH2:13][CH2:14][N:15]([CH2:42][C:43]3[CH:52]=[CH:51][C:46]([C:47]([O:49]C)=[O:48])=[CH:45][CH:44]=3)[CH2:16][CH2:17][C:18]3[CH:23]=[CH:22][CH:21]=[CH:20][C:19]=3[O:24][CH2:25][C:26]3[CH:31]=[CH:30][C:29]([C:32]4[CH:37]=[CH:36][C:35]([C:38]([F:41])([F:40])[F:39])=[CH:34][CH:33]=4)=[CH:28][CH:27]=3)=[CH:9][CH:8]=2)[NH:3]1.[OH-].[Li+].Cl. The catalyst is C1COCC1.O. The product is [O:1]=[C:2]1[O:6][N:5]=[C:4]([C:7]2[CH:8]=[CH:9][C:10]([CH2:13][CH2:14][N:15]([CH2:42][C:43]3[CH:44]=[CH:45][C:46]([C:47]([OH:49])=[O:48])=[CH:51][CH:52]=3)[CH2:16][CH2:17][C:18]3[CH:23]=[CH:22][CH:21]=[CH:20][C:19]=3[O:24][CH2:25][C:26]3[CH:31]=[CH:30][C:29]([C:32]4[CH:37]=[CH:36][C:35]([C:38]([F:41])([F:40])[F:39])=[CH:34][CH:33]=4)=[CH:28][CH:27]=3)=[CH:11][CH:12]=2)[NH:3]1. The yield is 0.230.